This data is from Forward reaction prediction with 1.9M reactions from USPTO patents (1976-2016). The task is: Predict the product of the given reaction. (1) Given the reactants [OH-].[Na+].C([NH:11][C:12]([NH:14][C:15]1[CH:20]=[C:19]([Br:21])[CH:18]=[C:17]([Br:22])[CH:16]=1)=[S:13])(=O)C1C=CC=CC=1, predict the reaction product. The product is: [Br:21][C:19]1[CH:20]=[C:15]([NH:14][C:12]([NH2:11])=[S:13])[CH:16]=[C:17]([Br:22])[CH:18]=1. (2) Given the reactants [C:1]1([CH:8]=[CH:7][CH:6]=[C:4]([OH:5])[CH:3]=1)[OH:2].C1(C)C=CC(S(O)(=O)=O)=CC=1.O.O[CH2:22][C:23]1[C:24](CO)=[C:25]([CH3:31])[C:26]([OH:30])=[CH:27][C:28]=1[CH3:29], predict the reaction product. The product is: [OH:2][C:1]1[CH:8]=[CH:7][C:6]([CH2:22][C:23]2[CH:24]=[C:25]([CH3:31])[C:26]([OH:30])=[CH:27][C:28]=2[CH3:29])=[C:4]([OH:5])[CH:3]=1. (3) Given the reactants [N+](C1C=CC=C[C:5]=1[C:6](Cl)=[O:7])([O-])=O.[C:13]([NH:17][C:18](=[O:28])[C:19]1[CH:24]=[CH:23][CH:22]=[CH:21][C:20]=1[N+:25]([O-])=O)([CH3:16])([CH3:15])[CH3:14], predict the reaction product. The product is: [C:13]([NH:17][C:18](=[O:28])[C:19]1[CH:24]=[CH:23][CH:22]=[CH:21][C:20]=1[NH:25][C:6](=[O:7])[CH3:5])([CH3:16])([CH3:15])[CH3:14]. (4) The product is: [NH2:50][CH2:49][C:47]1[CH:46]=[C:12]([CH:11]=[C:10]([CH2:9][NH2:8])[CH:48]=1)[C:13]([NH:15][C@H:16]1[CH2:17][C:18]2[CH:30]=[CH:29][CH:28]=[C:20]([C:21]([OH:23])=[O:22])[C:19]=2[O:34][B:33]1[OH:41])=[O:14]. Given the reactants C(OC([NH:8][CH2:9][C:10]1[CH:11]=[C:12]([CH:46]=[C:47]([CH2:49][NH:50]C(OC(C)(C)C)=O)[CH:48]=1)[C:13]([NH:15][C@H:16]([B:33]1[O:41]C2C(C)(C3CC(C2)C3(C)C)[O:34]1)[CH2:17][C:18]1[C:19](OC)=[C:20]([CH:28]=[CH:29][CH:30]=1)[C:21]([O:23]C(C)(C)C)=[O:22])=[O:14])=O)(C)(C)C.B(Cl)(Cl)Cl, predict the reaction product. (5) Given the reactants C(=O)([O-])[O-].[K+].[K+].[OH:7][C:8]1[C:17]2[C:12](=[CH:13][CH:14]=[CH:15][CH:16]=2)[N:11]=[CH:10][CH:9]=1.[I:18]I.C(=O)([O-])O.[Na+].S([O-])([O-])=O.[Na+].[Na+], predict the reaction product. The product is: [I:18][C:9]1[CH:10]=[N:11][C:12]2[C:17]([C:8]=1[OH:7])=[CH:16][CH:15]=[CH:14][CH:13]=2. (6) Given the reactants F[B-](F)(F)F.C([O+](CC)CC)C.[Cl:13][C:14]1[C:19]([F:20])=[C:18]([Cl:21])[CH:17]=[CH:16][C:15]=1[C:22]([N:24]1[CH2:29][CH2:28][NH:27][C:26](=O)[CH2:25]1)=[O:23].[CH3:31][C:32]1[CH:37]=[CH:36][N:35]=[C:34]([C:38]([NH:40][NH2:41])=O)[CH:33]=1, predict the reaction product. The product is: [Cl:13][C:14]1[C:19]([F:20])=[C:18]([Cl:21])[CH:17]=[CH:16][C:15]=1[C:22]([N:24]1[CH2:29][CH2:28][N:27]2[C:38]([C:34]3[CH:33]=[C:32]([CH3:31])[CH:37]=[CH:36][N:35]=3)=[N:40][N:41]=[C:26]2[CH2:25]1)=[O:23].